From a dataset of NCI-60 drug combinations with 297,098 pairs across 59 cell lines. Regression. Given two drug SMILES strings and cell line genomic features, predict the synergy score measuring deviation from expected non-interaction effect. (1) Synergy scores: CSS=47.9, Synergy_ZIP=10.4, Synergy_Bliss=10.9, Synergy_Loewe=-12.9, Synergy_HSA=10.8. Drug 2: C1=CC(=C2C(=C1NCCNCCO)C(=O)C3=C(C=CC(=C3C2=O)O)O)NCCNCCO. Cell line: UACC62. Drug 1: CS(=O)(=O)C1=CC(=C(C=C1)C(=O)NC2=CC(=C(C=C2)Cl)C3=CC=CC=N3)Cl. (2) Drug 1: C1=CC(=C2C(=C1NCCNCCO)C(=O)C3=C(C=CC(=C3C2=O)O)O)NCCNCCO. Drug 2: CC(C)CN1C=NC2=C1C3=CC=CC=C3N=C2N. Cell line: NCIH23. Synergy scores: CSS=56.4, Synergy_ZIP=-2.50, Synergy_Bliss=-3.02, Synergy_Loewe=-27.8, Synergy_HSA=-3.55.